The task is: Predict the product of the given reaction.. This data is from Forward reaction prediction with 1.9M reactions from USPTO patents (1976-2016). The product is: [C:20]([O:24][C:25]([N:27]1[C:35]2[C:30](=[CH:31][CH:32]=[C:33]([NH:36][C:2]3[N:3]=[C:4]([NH:11][CH2:12][C:13]4[CH:18]=[CH:17][C:16]([F:19])=[CH:15][CH:14]=4)[N:5]=[C:6]([CH2:8][CH2:9][CH3:10])[N:7]=3)[CH:34]=2)[CH2:29][CH2:28]1)=[O:26])([CH3:23])([CH3:21])[CH3:22]. Given the reactants Cl[C:2]1[N:7]=[C:6]([CH2:8][CH2:9][CH3:10])[N:5]=[C:4]([NH:11][CH2:12][C:13]2[CH:18]=[CH:17][C:16]([F:19])=[CH:15][CH:14]=2)[N:3]=1.[C:20]([O:24][C:25]([N:27]1[C:35]2[C:30](=[CH:31][CH:32]=[C:33]([NH2:36])[CH:34]=2)[CH2:29][CH2:28]1)=[O:26])([CH3:23])([CH3:22])[CH3:21].CS(C)=O, predict the reaction product.